From a dataset of Reaction yield outcomes from USPTO patents with 853,638 reactions. Predict the reaction yield, written as a fraction of the theoretical maximum amount of product (1.0 means a 100% yield; for example, 0.34 means a 34% yield). (1) The reactants are [Cl-].O[NH3+:3].[C:4](=[O:7])([O-])[OH:5].[Na+].CS(C)=O.[CH3:13][C:14]1([CH3:50])[CH2:23][CH2:22][C:21]2[C:16](=[CH:17][CH:18]=[C:19]([C:24]3[C:29](=[O:30])[N:28]([CH2:31][C:32]4[CH:37]=[CH:36][C:35]([C:38]5[C:39]([C:44]#[N:45])=[CH:40][CH:41]=[CH:42][CH:43]=5)=[CH:34][CH:33]=4)[C:27]([CH2:46][CH2:47][CH3:48])=[N:26][C:25]=3[CH3:49])[CH:20]=2)[O:15]1. The catalyst is O. The product is [CH3:13][C:14]1([CH3:50])[CH2:23][CH2:22][C:21]2[C:16](=[CH:17][CH:18]=[C:19]([C:24]3[C:29](=[O:30])[N:28]([CH2:31][C:32]4[CH:37]=[CH:36][C:35]([C:38]5[CH:43]=[CH:42][CH:41]=[CH:40][C:39]=5[C:44]5[NH:3][C:4](=[O:7])[O:5][N:45]=5)=[CH:34][CH:33]=4)[C:27]([CH2:46][CH2:47][CH3:48])=[N:26][C:25]=3[CH3:49])[CH:20]=2)[O:15]1. The yield is 0.700. (2) The reactants are [CH2:1]([O:3][C:4](=[O:20])[CH2:5][C:6](=[O:19])[CH:7]1[CH2:12][CH2:11][CH:10]([C:13]2[CH:18]=[CH:17][CH:16]=[CH:15][CH:14]=2)[CH2:9][CH2:8]1)[CH3:2].[F:21][C:22]([F:32])([F:31])[C:23]1[CH:24]=[C:25]([CH:28]=[CH:29][CH:30]=1)[CH:26]=O.C(O)(=O)C. The catalyst is C1(C)C=CC=CC=1.C(OCC)(=O)C.N1CCCCC1. The product is [CH2:1]([O:3][C:4](=[O:20])/[C:5](/[C:6]([CH:7]1[CH2:8][CH2:9][CH:10]([C:13]2[CH:14]=[CH:15][CH:16]=[CH:17][CH:18]=2)[CH2:11][CH2:12]1)=[O:19])=[CH:26]\[C:25]1[CH:28]=[CH:29][CH:30]=[C:23]([C:22]([F:21])([F:31])[F:32])[CH:24]=1)[CH3:2]. The yield is 0.680.